Predict the reactants needed to synthesize the given product. From a dataset of Full USPTO retrosynthesis dataset with 1.9M reactions from patents (1976-2016). (1) The reactants are: [C:1]([N:9]1[CH2:14][CH2:13][N:12](C(OC(C)(C)C)=O)[CH2:11][C@@H:10]1[CH3:22])(=[O:8])[C:2]1[CH:7]=[CH:6][CH:5]=[CH:4][CH:3]=1.FC(F)(F)C(O)=O. Given the product [CH3:22][C@H:10]1[CH2:11][NH:12][CH2:13][CH2:14][N:9]1[C:1]([C:2]1[CH:7]=[CH:6][CH:5]=[CH:4][CH:3]=1)=[O:8], predict the reactants needed to synthesize it. (2) Given the product [F:24][C:10]1[C:11]([F:23])=[C:12]2[O:17][CH2:16][C:15]3([CH2:21][CH2:20][CH2:19][CH2:18]3)[N:14]3[CH:22]=[C:6]([C:4]([OH:5])=[O:3])[C:7](=[O:25])[C:8]([CH:9]=1)=[C:13]23, predict the reactants needed to synthesize it. The reactants are: C([O:3][C:4]([C:6]1[C:7](=[O:25])[C:8]2[CH:9]=[C:10]([F:24])[C:11]([F:23])=[C:12]3[O:17][CH2:16][C:15]4([CH2:21][CH2:20][CH2:19][CH2:18]4)[N:14]([CH:22]=1)[C:13]=23)=[O:5])C. (3) Given the product [Cl:1][C:2]1[CH:3]=[C:4]([N:9]([CH2:25][C:26]2[CH:31]=[CH:30][C:29]([O:32][CH3:33])=[C:28]([O:34][CH3:35])[CH:27]=2)[C:10]2[C:19]3[C:14](=[CH:15][C:16]([O:23][CH3:24])=[C:17]([NH2:20])[CH:18]=3)[N:13]=[CH:12][N:11]=2)[CH:5]=[CH:6][C:7]=1[F:8], predict the reactants needed to synthesize it. The reactants are: [Cl:1][C:2]1[CH:3]=[C:4]([N:9]([CH2:25][C:26]2[CH:31]=[CH:30][C:29]([O:32][CH3:33])=[C:28]([O:34][CH3:35])[CH:27]=2)[C:10]2[C:19]3[C:14](=[CH:15][C:16]([O:23][CH3:24])=[C:17]([N+:20]([O-])=O)[CH:18]=3)[N:13]=[CH:12][N:11]=2)[CH:5]=[CH:6][C:7]=1[F:8].[H][H]. (4) Given the product [CH:1]([C@H:14]1[CH2:19][C@@H:18]([O:20][S:22]([CH3:21])(=[O:24])=[O:23])[CH2:17][CH2:16][O:15]1)([C:8]1[CH:13]=[CH:12][CH:11]=[CH:10][CH:9]=1)[C:2]1[CH:3]=[CH:4][CH:5]=[CH:6][CH:7]=1, predict the reactants needed to synthesize it. The reactants are: [CH:1]([C@H:14]1[CH2:19][C@H:18]([OH:20])[CH2:17][CH2:16][O:15]1)([C:8]1[CH:13]=[CH:12][CH:11]=[CH:10][CH:9]=1)[C:2]1[CH:7]=[CH:6][CH:5]=[CH:4][CH:3]=1.[CH3:21][S:22](Cl)(=[O:24])=[O:23]. (5) Given the product [NH2:12][C:4]1[CH:3]=[C:2]([C:23]2[CH:22]=[C:21]([NH:29][S:30]([CH3:33])(=[O:32])=[O:31])[C:20]([Cl:19])=[N:25][CH:24]=2)[CH:10]=[C:9]2[C:5]=1[CH:6]=[N:7][N:8]2[CH3:11], predict the reactants needed to synthesize it. The reactants are: Br[C:2]1[CH:3]=[C:4]([NH2:12])[C:5]2[CH:6]=[N:7][N:8]([CH3:11])[C:9]=2[CH:10]=1.C(=O)([O-])[O-].[Na+].[Na+].[Cl:19][C:20]1[N:25]=[CH:24][C:23](B(O)O)=[CH:22][C:21]=1[NH:29][S:30]([CH3:33])(=[O:32])=[O:31].O. (6) Given the product [C:1]1([CH2:7][CH2:8][C:9]2[CH:10]=[CH:11][C:12]([CH2:13][O:14][C:15]3[CH:20]=[CH:19][CH:18]=[CH:17][C:16]=3[CH2:21][CH2:22][NH:23][CH2:26][C:28]3[CH:40]=[CH:39][C:31]([C:32]([O:34][C:35]([CH3:36])([CH3:38])[CH3:37])=[O:33])=[CH:30][CH:29]=3)=[CH:24][CH:25]=2)[CH:2]=[CH:3][CH:4]=[CH:5][CH:6]=1, predict the reactants needed to synthesize it. The reactants are: [C:1]1([CH2:7][CH2:8][C:9]2[CH:25]=[CH:24][C:12]([CH2:13][O:14][C:15]3[CH:20]=[CH:19][CH:18]=[CH:17][C:16]=3[CH2:21][CH2:22][NH2:23])=[CH:11][CH:10]=2)[CH:6]=[CH:5][CH:4]=[CH:3][CH:2]=1.[CH:26]([C:28]1[CH:40]=[CH:39][C:31]([C:32]([O:34][C:35]([CH3:38])([CH3:37])[CH3:36])=[O:33])=[CH:30][CH:29]=1)=O.